This data is from Full USPTO retrosynthesis dataset with 1.9M reactions from patents (1976-2016). The task is: Predict the reactants needed to synthesize the given product. (1) Given the product [F:25][C:26]1[CH:31]=[CH:30][C:29]([CH:32]2[C:35](=[O:36])[C:34]3[C:18]([C:17]([O:16][CH2:15][CH3:14])=[O:22])=[CH:19][CH:20]=[CH:21][C:13]=3[NH:12][CH:11]2[C:10]2[CH:23]=[CH:24][C:7]([CH:3]3[CH2:4][CH2:5][CH2:6][N:2]3[CH3:1])=[CH:8][CH:9]=2)=[CH:28][CH:27]=1, predict the reactants needed to synthesize it. The reactants are: [CH3:1][N:2]1[CH2:6][CH2:5][CH2:4][CH:3]1[C:7]1[CH:24]=[CH:23][C:10](/[CH:11]=[N:12]/[C:13]2[CH:21]=[CH:20][CH:19]=[C:18]3[C:14]=2[CH2:15][O:16][C:17]3=[O:22])=[CH:9][CH:8]=1.[F:25][C:26]1[CH:31]=[CH:30][C:29]([CH:32]=O)=[CH:28][CH:27]=1.[CH3:34][CH2:35][O-:36].[Na+]. (2) Given the product [CH:21]1[N:25]([CH2:26][O:27][CH2:28][CH2:29][OH:30])[C:24]2[N:31]=[C:32]([NH2:36])[N:33]=[C:34]([OH:35])[C:23]=2[N:22]=1.[NH:16]1[CH:20]=[CH:19][N:18]=[CH:17]1.[CH3:5][C@H:4]([C:2]([OH:1])=[O:3])[C:6]1[CH:7]=[CH:8][C:9]2[CH:10]=[C:11]([O:27][CH3:26])[CH:13]=[CH:17][C:14]=2[CH:15]=1, predict the reactants needed to synthesize it. The reactants are: [OH:1][C:2]([CH:4]([C:6]1[CH:15]=[CH:14][C:9]([CH2:10][CH:11]([CH3:13])C)=[CH:8][CH:7]=1)[CH3:5])=[O:3].[NH:16]1[CH:20]=[CH:19][N:18]=[CH:17]1.[CH:21]1[N:25]([CH2:26][O:27][CH2:28][CH2:29][OH:30])[C:24]2[N:31]=[C:32]([NH2:36])[N:33]=[C:34]([OH:35])[C:23]=2[N:22]=1. (3) Given the product [NH2:5][CH2:4][C:3]1[CH:6]=[CH:7][C:8]([N:10]([CH3:11])[CH3:12])=[CH:9][C:2]=1[Cl:1], predict the reactants needed to synthesize it. The reactants are: [Cl:1][C:2]1[CH:9]=[C:8]([N:10]([CH3:12])[CH3:11])[CH:7]=[CH:6][C:3]=1[C:4]#[N:5].[H-].[H-].[H-].[H-].[Li+].[Al+3].II. (4) Given the product [Cl:23][C:24]1[CH:25]=[C:26]([S:30]([N:6]=[C:5]([N:7]2[CH2:11][C:10]([CH3:12])([CH3:13])[CH:9]=[N:8]2)[NH:4][CH2:2][CH3:3])(=[O:32])=[O:31])[CH:27]=[CH:28][CH:29]=1, predict the reactants needed to synthesize it. The reactants are: Cl.[CH2:2]([NH:4][C:5]([N:7]1[CH2:11][C:10]([CH3:13])([CH3:12])[CH:9]=[N:8]1)=[NH:6])[CH3:3].CCN(C(C)C)C(C)C.[Cl:23][C:24]1[CH:25]=[C:26]([S:30](Cl)(=[O:32])=[O:31])[CH:27]=[CH:28][CH:29]=1. (5) Given the product [Cl:35][C:36]1[CH:9]=[CH:10][C:11]([C:12]2[N:16]([CH2:17][CH:18]3[CH2:23][CH2:22][CH2:21][CH2:20][CH2:19]3)[C:15]3[CH:29]=[CH:30][CH:31]=[CH:32][C:14]=3[N:13]=2)=[C:6]([O:5][CH3:4])[CH:37]=1, predict the reactants needed to synthesize it. The reactants are: C1([CH2:4][O:5][C:6]2[C:11]([C:12]3[N:16]([CH2:17][C:18]4[CH:23]=[CH:22][C:21](CCC(O)=O)=[CH:20][CH:19]=4)[C:15]4[CH:29]=[C:30](F)[C:31](F)=[CH:32][C:14]=4[N:13]=3)=[CH:10][CH:9]=CN=2)CC1.[Cl:35][C:36]1C=CC(C2NC3C=CC=CC=3N=2)=C(OC)[CH:37]=1.BrCC1CCCCC1. (6) The reactants are: [C:1]([O:5][C:6](=[O:42])[NH:7][C@@H:8]1[CH2:12][CH2:11][N:10]([CH2:13][C:14]2[C:19]([C:20]([F:23])([F:22])[F:21])=[CH:18][C:17]([C:24](=[O:39])[NH:25][CH2:26][C:27]3[CH:32]=[C:31]([Cl:33])[CH:30]=[CH:29][C:28]=3[S:34]([CH2:37][CH3:38])(=[O:36])=[O:35])=[C:16]([NH2:40])[C:15]=2[Cl:41])[CH2:9]1)([CH3:4])([CH3:3])[CH3:2].ClC1C(C2OCCO2)=C(OC(F)(F)F)C=C2C=1N[C:51](=[O:54])N(CC1C=C(Cl)C=CC=1S(CC)(=O)=O)C2=O. Given the product [C:1]([O:5][C:6](=[O:42])[NH:7][C@@H:8]1[CH2:12][CH2:11][N:10]([CH2:13][C:14]2[C:15]([Cl:41])=[C:16]3[C:17]([C:24](=[O:39])[N:25]([CH2:26][C:27]4[CH:32]=[C:31]([Cl:33])[CH:30]=[CH:29][C:28]=4[S:34]([CH2:37][CH3:38])(=[O:35])=[O:36])[C:51](=[O:54])[NH:40]3)=[CH:18][C:19]=2[C:20]([F:21])([F:22])[F:23])[CH2:9]1)([CH3:2])([CH3:3])[CH3:4], predict the reactants needed to synthesize it. (7) Given the product [CH3:1][O:2][C:3](=[O:22])[C:4]1[CH:9]=[CH:8][CH:7]=[C:6]([S:10][C:11]2[C:19]3[C:14](=[CH:15][C:16]([Cl:20])=[CH:17][CH:18]=3)[N:13]([CH2:25][C:26]3[C:31]([CH3:32])=[C:30]([O:33][CH3:34])[C:29]([CH3:35])=[CH:28][N:27]=3)[C:12]=2[CH3:21])[CH:5]=1, predict the reactants needed to synthesize it. The reactants are: [CH3:1][O:2][C:3](=[O:22])[C:4]1[CH:9]=[CH:8][CH:7]=[C:6]([S:10][C:11]2[C:19]3[C:14](=[CH:15][C:16]([Cl:20])=[CH:17][CH:18]=3)[NH:13][C:12]=2[CH3:21])[CH:5]=1.Cl.Cl[CH2:25][C:26]1[C:31]([CH3:32])=[C:30]([O:33][CH3:34])[C:29]([CH3:35])=[CH:28][N:27]=1.